From a dataset of Forward reaction prediction with 1.9M reactions from USPTO patents (1976-2016). Predict the product of the given reaction. (1) Given the reactants C(O[C:5](=[O:7])[CH3:6])(=O)C.[Cl:8][C:9]1[N:14]=[C:13]([S:15][CH3:16])[N:12]=[C:11]([NH2:17])[CH:10]=1, predict the reaction product. The product is: [Cl:8][C:9]1[N:14]=[C:13]([S:15][CH3:16])[N:12]=[C:11]([NH:17][C:5](=[O:7])[CH3:6])[CH:10]=1. (2) Given the reactants [O:1]1[CH:5]2[C:6]3[C:7]4[C:12]([C:13]5[C:18]([C:19]=3[CH:2]1[CH:3]=[CH:4]2)=[CH:17][CH:16]=[CH:15][CH:14]=5)=[CH:11][CH:10]=[CH:9][CH:8]=4, predict the reaction product. The product is: [C:2]1([OH:1])[C:19]2[C:18]3[C:13](=[CH:14][CH:15]=[CH:16][CH:17]=3)[C:12]3[C:7](=[CH:8][CH:9]=[CH:10][CH:11]=3)[C:6]=2[CH:5]=[CH:4][CH:3]=1. (3) Given the reactants [CH3:1][N:2]1[CH2:6][CH2:5][CH2:4][CH:3]1[CH2:7][CH2:8][N:9]1[C:18]2[C:13](=[CH:14][C:15]([N+:19]([O-])=O)=[CH:16][CH:17]=2)[CH2:12][CH2:11][C:10]1=[O:22].[H][H], predict the reaction product. The product is: [NH2:19][C:15]1[CH:14]=[C:13]2[C:18](=[CH:17][CH:16]=1)[N:9]([CH2:8][CH2:7][CH:3]1[CH2:4][CH2:5][CH2:6][N:2]1[CH3:1])[C:10](=[O:22])[CH2:11][CH2:12]2. (4) Given the reactants [CH3:1][O:2][CH2:3][CH2:4][CH:5]([C:11](=O)[CH3:12])[C:6](OCC)=[O:7].C(=O)(O)O.[NH2:18][C:19]([NH2:21])=[NH:20], predict the reaction product. The product is: [NH2:21][C:19]1[N:20]=[C:6]([OH:7])[C:5]([CH2:4][CH2:3][O:2][CH3:1])=[C:11]([CH3:12])[N:18]=1. (5) Given the reactants [CH3:1][C:2]1[N:3]([C:14]2[CH:19]=[CH:18][CH:17]=[CH:16][CH:15]=2)[C:4]2[C:9]([C:10]=1[C:11](O)=[O:12])=[CH:8][CH:7]=[CH:6][CH:5]=2.N1(O)C2C=CC=CC=2N=N1.C(N(CC)CC)C.[NH2:37][CH2:38][C:39]1[C:40]([OH:47])=[N:41][C:42]([CH3:46])=[CH:43][C:44]=1[CH3:45], predict the reaction product. The product is: [OH:47][C:40]1[C:39]([CH2:38][NH:37][C:11]([C:10]2[C:9]3[C:4](=[CH:5][CH:6]=[CH:7][CH:8]=3)[N:3]([C:14]3[CH:15]=[CH:16][CH:17]=[CH:18][CH:19]=3)[C:2]=2[CH3:1])=[O:12])=[C:44]([CH3:45])[CH:43]=[C:42]([CH3:46])[N:41]=1.